From a dataset of Reaction yield outcomes from USPTO patents with 853,638 reactions. Predict the reaction yield, written as a fraction of the theoretical maximum amount of product (1.0 means a 100% yield; for example, 0.34 means a 34% yield). (1) The reactants are Cl[C:2]1[N:3]=[N+:4]([O-:15])[C:5]2[CH:11]=[C:10]3[CH2:12][CH2:13][O:14][C:9]3=[CH:8][C:6]=2[N:7]=1.[CH2:16]([N:18]([CH2:22][CH3:23])[CH2:19][CH2:20][NH2:21])[CH3:17]. The catalyst is COCCOC. The product is [CH2:16]([N:18]([CH2:22][CH3:23])[CH2:19][CH2:20][NH:21][C:2]1[N:3]=[N+:4]([O-:15])[C:5]2[CH:11]=[C:10]3[CH2:12][CH2:13][O:14][C:9]3=[CH:8][C:6]=2[N:7]=1)[CH3:17]. The yield is 0.750. (2) The reactants are [CH3:1][O:2][C:3]1[CH:26]=[C:25]([O:27][CH3:28])[CH:24]=[CH:23][C:4]=1[CH2:5][N:6]1[C:18](=[O:19])[C:17]2[C:16]([OH:20])=[C:15]3[C:10]([CH:11]=[CH:12][CH:13]=[N:14]3)=[C:9]([OH:21])[C:8]=2[C:7]1=[O:22].[OH-].[Na+].[CH2:31]([O:33][C:34](Cl)=[O:35])[CH3:32].[C:37]1([CH:43]([C:46]2[CH:51]=[CH:50][CH:49]=[CH:48][CH:47]=2)[N+]#N)[CH:42]=[CH:41][CH:40]=[CH:39][CH:38]=1. The catalyst is O1CCOCC1.ClCCl.O. The product is [CH2:31]([O:33][C:34](=[O:35])[O:21][C:9]1[C:8]2[C:7](=[O:22])[N:6]([CH2:5][C:4]3[CH:23]=[CH:24][C:25]([O:27][CH3:28])=[CH:26][C:3]=3[O:2][CH3:1])[C:18](=[O:19])[C:17]=2[C:16]([O:20][CH:43]([C:37]2[CH:42]=[CH:41][CH:40]=[CH:39][CH:38]=2)[C:46]2[CH:51]=[CH:50][CH:49]=[CH:48][CH:47]=2)=[C:15]2[C:10]=1[CH:11]=[CH:12][CH:13]=[N:14]2)[CH3:32]. The yield is 0.660. (3) The reactants are [CH:1]1([C:7]2[CH:12]=[CH:11][C:10]([C:13]3[NH:17][CH:16]=[C:15]([CH2:18][OH:19])[CH:14]=3)=[CH:9][CH:8]=2)[CH2:6][CH2:5][CH2:4][CH2:3][CH2:2]1.C[N+]1([O-])CCOCC1. The catalyst is C(#N)C.C(OCC)(=O)C.[Ru]([O-])(=O)(=O)=O.C([N+](CCC)(CCC)CCC)CC. The product is [CH:1]1([C:7]2[CH:12]=[CH:11][C:10]([C:13]3[NH:17][CH:16]=[C:15]([CH:18]=[O:19])[CH:14]=3)=[CH:9][CH:8]=2)[CH2:2][CH2:3][CH2:4][CH2:5][CH2:6]1. The yield is 0.530. (4) The reactants are [NH2:1][C:2]1[CH:3]=[N:4][CH:5]=[CH:6][C:7]=1[NH2:8].[CH:9]1([C:13](O)=O)[CH2:12][CH2:11][CH2:10]1.N. No catalyst specified. The product is [CH:9]1([C:13]2[NH:8][C:7]3[CH:6]=[CH:5][N:4]=[CH:3][C:2]=3[N:1]=2)[CH2:12][CH2:11][CH2:10]1. The yield is 0.730. (5) The reactants are [CH2:1]([O:3][C:4]([C:6]1([C:9]2[CH:14]=[CH:13][C:12]([C:15]3[CH:20]=[CH:19][C:18](Br)=[CH:17][N:16]=3)=[CH:11][CH:10]=2)[CH2:8][CH2:7]1)=[O:5])[CH3:2].[CH3:22][C:23]1([CH3:39])[C:27]([CH3:29])([CH3:28])[O:26][B:25]([B:25]2[O:26][C:27]([CH3:29])([CH3:28])[C:23]([CH3:39])([CH3:22])[O:24]2)[O:24]1.C([O-])(=O)C.[K+].O1CCOCC1. The catalyst is O.C(OCC)(=O)C. The product is [CH2:1]([O:3][C:4]([C:6]1([C:9]2[CH:14]=[CH:13][C:12]([C:15]3[CH:20]=[CH:19][C:18]([B:25]4[O:26][C:27]([CH3:29])([CH3:28])[C:23]([CH3:39])([CH3:22])[O:24]4)=[CH:17][N:16]=3)=[CH:11][CH:10]=2)[CH2:8][CH2:7]1)=[O:5])[CH3:2]. The yield is 0.750. (6) The reactants are [NH2:1][C:2]1[N:3]=[CH:4][C:5]([C:12]2[CH:13]=[C:14]([CH:18]=[CH:19][CH:20]=2)[C:15](O)=O)=[N:6][C:7]=1[C:8]([NH:10][CH3:11])=[O:9].C1C=CC2N(O)N=NC=2C=1.CN(C(ON1N=NC2C=CC=CC1=2)=[N+](C)C)C.F[P-](F)(F)(F)(F)F.FC(F)(F)C(O)=O.[N:62]1([C:68]2[CH:69]=[C:70]([CH2:74][NH2:75])[CH:71]=[CH:72][CH:73]=2)[CH2:67][CH2:66][O:65][CH2:64][CH2:63]1.[OH-]. The catalyst is CN(C=O)C. The product is [NH2:1][C:2]1[C:7]([C:8]([NH:10][CH3:11])=[O:9])=[N:6][C:5]([C:12]2[CH:20]=[CH:19][CH:18]=[C:14]([CH2:15][NH:75][CH2:74][C:70]3[CH:71]=[CH:72][CH:73]=[C:68]([N:62]4[CH2:67][CH2:66][O:65][CH2:64][CH2:63]4)[CH:69]=3)[CH:13]=2)=[CH:4][N:3]=1. The yield is 0.0900. (7) The reactants are C(NC(C)C)(C)C.C([Li])CCC.[CH3:13][S:14][C:15]1[CH:20]=[CH:19][C:18]([CH2:21][C:22]([OH:24])=[O:23])=[CH:17][CH:16]=1.I[CH2:26][CH:27]1[CH2:31][CH2:30][CH2:29][CH2:28]1. The catalyst is O1CCCC1.CN1CCCN(C)C1=O. The product is [CH:27]1([CH2:26][CH:21]([C:18]2[CH:17]=[CH:16][C:15]([S:14][CH3:13])=[CH:20][CH:19]=2)[C:22]([OH:24])=[O:23])[CH2:31][CH2:30][CH2:29][CH2:28]1. The yield is 0.350.